Dataset: Full USPTO retrosynthesis dataset with 1.9M reactions from patents (1976-2016). Task: Predict the reactants needed to synthesize the given product. (1) Given the product [CH:1]([C:4]1[CH:9]=[CH:8][CH:7]=[C:6]([CH:10]([CH3:12])[CH3:11])[C:5]=1[N:13]=[C:14]([C:16]1[CH:17]=[CH:18][C:19]2[C:20]3[CH:21]=[CH:22][CH:23]=[C:24]4[C:38]=3[C:28]([C:29]3[C:34]=2[C:33]=1[C:32]([C:35]([OH:37])=[O:36])=[CH:31][CH:30]=3)=[CH:27][CH:26]=[C:25]4[C:39]#[C:40][CH2:41][CH2:42][CH2:43][CH2:44][N:56]=[N+:57]=[N-:58])[OH:15])([CH3:3])[CH3:2], predict the reactants needed to synthesize it. The reactants are: [CH:1]([C:4]1[CH:9]=[CH:8][CH:7]=[C:6]([CH:10]([CH3:12])[CH3:11])[C:5]=1[N:13]=[C:14]([C:16]1[CH:17]=[CH:18][C:19]2[C:20]3[CH:21]=[CH:22][CH:23]=[C:24]4[C:38]=3[C:28]([C:29]3[C:34]=2[C:33]=1[C:32]([C:35]([OH:37])=[O:36])=[CH:31][CH:30]=3)=[CH:27][CH:26]=[C:25]4[C:39]#[C:40][CH2:41][CH2:42][CH2:43][CH2:44]OS(C1C=CC(C)=CC=1)(=O)=O)[OH:15])([CH3:3])[CH3:2].[N-:56]=[N+:57]=[N-:58].[Na+]. (2) The reactants are: [Cl:1][C:2]1[CH:7]=[C:6]([C:8]2[CH:13]=[CH:12][C:11]([O:14][C:15]3[CH:20]=[CH:19][C:18]([F:21])=[CH:17][CH:16]=3)=[CH:10][CH:9]=2)[N:5]=[C:4]([NH:22][C@@H:23]([CH3:28])[C:24]([O:26]C)=O)[CH:3]=1.[NH3:29].CO. Given the product [Cl:1][C:2]1[CH:7]=[C:6]([C:8]2[CH:9]=[CH:10][C:11]([O:14][C:15]3[CH:16]=[CH:17][C:18]([F:21])=[CH:19][CH:20]=3)=[CH:12][CH:13]=2)[N:5]=[C:4]([NH:22][C@@H:23]([CH3:28])[C:24]([NH2:29])=[O:26])[CH:3]=1, predict the reactants needed to synthesize it. (3) Given the product [CH3:21][O:22][C:23]1[CH:24]=[C:25]([CH2:31][CH2:32][C:33]([N:18]2[CH2:19][CH2:20][CH:15]([C:12]3[S:13][CH:14]=[C:10]([CH2:9][CH2:8][C:2]4[CH:7]=[CH:6][CH:5]=[CH:4][CH:3]=4)[N:11]=3)[CH2:16][CH2:17]2)=[O:34])[CH:26]=[CH:27][C:28]=1[O:29][CH3:30], predict the reactants needed to synthesize it. The reactants are: Cl.[C:2]1([CH2:8][CH2:9][C:10]2[N:11]=[C:12]([CH:15]3[CH2:20][CH2:19][NH:18][CH2:17][CH2:16]3)[S:13][CH:14]=2)[CH:7]=[CH:6][CH:5]=[CH:4][CH:3]=1.[CH3:21][O:22][C:23]1[CH:24]=[C:25]([CH2:31][CH2:32][C:33](O)=[O:34])[CH:26]=[CH:27][C:28]=1[O:29][CH3:30].